Dataset: Catalyst prediction with 721,799 reactions and 888 catalyst types from USPTO. Task: Predict which catalyst facilitates the given reaction. (1) Reactant: C([O:8][C:9]1[CH:35]=[CH:34][C:12]([O:13][C:14]2[CH:19]=[CH:18][C:17]([CH2:20][C:21]([NH:23][C:24]3[CH:33]=[CH:32][CH:31]=[CH:30][C:25]=3[C:26]([O:28][CH3:29])=[O:27])=[O:22])=[CH:16][CH:15]=2)=[CH:11][CH:10]=1)C1C=CC=CC=1.[H][H]. Product: [OH:8][C:9]1[CH:10]=[CH:11][C:12]([O:13][C:14]2[CH:15]=[CH:16][C:17]([CH2:20][C:21]([NH:23][C:24]3[CH:33]=[CH:32][CH:31]=[CH:30][C:25]=3[C:26]([O:28][CH3:29])=[O:27])=[O:22])=[CH:18][CH:19]=2)=[CH:34][CH:35]=1. The catalyst class is: 586. (2) Reactant: [C:1]([O:5][C:6]([N:8]1[CH2:13][CH2:12][C@@H:11]([C:14]2[CH:15]=[N:16][CH:17]=[CH:18][CH:19]=2)[C@H:10]([C:20]2[CH:25]=[CH:24][C:23](Br)=[CH:22][C:21]=2[CH3:27])[CH2:9]1)=[O:7])([CH3:4])([CH3:3])[CH3:2].Br[C:29]1[CH:34]=[CH:33][CH:32]=[CH:31][C:30]=1[CH2:35][CH2:36][NH:37][C:38](=[O:40])[CH3:39].CO. Product: [C:38]([NH:37][CH2:36][CH2:35][C:30]1[CH:31]=[CH:32][CH:33]=[CH:34][C:29]=1[C:23]1[CH:24]=[CH:25][C:20]([C@H:10]2[C@H:11]([C:14]3[CH:15]=[N:16][CH:17]=[CH:18][CH:19]=3)[CH2:12][CH2:13][N:8]([C:6]([O:5][C:1]([CH3:4])([CH3:3])[CH3:2])=[O:7])[CH2:9]2)=[C:21]([CH3:27])[CH:22]=1)(=[O:40])[CH3:39]. The catalyst class is: 2.